This data is from Peptide-MHC class II binding affinity with 134,281 pairs from IEDB. The task is: Regression. Given a peptide amino acid sequence and an MHC pseudo amino acid sequence, predict their binding affinity value. This is MHC class II binding data. (1) The peptide sequence is GIQTLMGRLEDGSPR. The MHC is DRB4_0101 with pseudo-sequence DRB4_0103. The binding affinity (normalized) is 0.293. (2) The peptide sequence is EVTMLYVVASPDLMT. The MHC is HLA-DPA10201-DPB10101 with pseudo-sequence HLA-DPA10201-DPB10101. The binding affinity (normalized) is 0.605. (3) The peptide sequence is SLFIGLKGDIRESTV. The MHC is DRB1_0101 with pseudo-sequence DRB1_0101. The binding affinity (normalized) is 0.880. (4) The binding affinity (normalized) is 0.432. The MHC is DRB1_0301 with pseudo-sequence DRB1_0301. The peptide sequence is QRRFGGTVIRNPLSR. (5) The MHC is DRB3_0101 with pseudo-sequence DRB3_0101. The peptide sequence is LRKAFDAFDREKSGS. The binding affinity (normalized) is 0.00979. (6) The peptide sequence is VATLSEALRIIAGTLEVHAV. The MHC is DRB1_0401 with pseudo-sequence DRB1_0401. The binding affinity (normalized) is 0.394. (7) The peptide sequence is AANKQKQELDEISTN. The MHC is DRB1_0401 with pseudo-sequence DRB1_0401. The binding affinity (normalized) is 0.0374. (8) The peptide sequence is GERQIVDKIDAAFKI. The MHC is DRB3_0202 with pseudo-sequence DRB3_0202. The binding affinity (normalized) is 0.134. (9) The peptide sequence is AAATAGTTVYDAFAA. The MHC is HLA-DQA10501-DQB10301 with pseudo-sequence HLA-DQA10501-DQB10301. The binding affinity (normalized) is 0.634.